Dataset: Forward reaction prediction with 1.9M reactions from USPTO patents (1976-2016). Task: Predict the product of the given reaction. Given the reactants [C:1]([N:9]1[CH2:13][CH2:12][C@@H:11]([NH:14][CH3:15])[CH2:10]1)(=O)[C:2]1[CH:7]=[CH:6][CH:5]=[CH:4][CH:3]=1.[C:16]1([N:22]([CH2:29][C:30](O)=[O:31])[C:23]2[CH:28]=[CH:27][CH:26]=[CH:25][CH:24]=2)[CH:21]=[CH:20][CH:19]=[CH:18][CH:17]=1.C(Cl)CCl, predict the reaction product. The product is: [CH2:1]([N:9]1[CH2:13][CH2:12][C@@H:11]([N:14]([CH3:15])[C:30](=[O:31])[CH2:29][N:22]([C:16]2[CH:21]=[CH:20][CH:19]=[CH:18][CH:17]=2)[C:23]2[CH:28]=[CH:27][CH:26]=[CH:25][CH:24]=2)[CH2:10]1)[C:2]1[CH:7]=[CH:6][CH:5]=[CH:4][CH:3]=1.